From a dataset of Full USPTO retrosynthesis dataset with 1.9M reactions from patents (1976-2016). Predict the reactants needed to synthesize the given product. (1) Given the product [Br:1][C:2]1[CH:3]=[C:4]2[C:10]([CH:11]3[C:12]4[C:13](=[CH:14][CH:15]=[CH:16][CH:17]=4)[CH2:18][O:20]3)=[CH:9][N:8]([CH2:21][O:22][C:23](=[O:28])[C:24]([CH3:25])([CH3:27])[CH3:26])[C:5]2=[N:6][CH:7]=1, predict the reactants needed to synthesize it. The reactants are: [Br:1][C:2]1[CH:3]=[C:4]2[C:10]([CH:11]([OH:20])[C:12]3[CH:17]=[CH:16][CH:15]=[CH:14][C:13]=3[CH2:18]O)=[CH:9][N:8]([CH2:21][O:22][C:23](=[O:28])[C:24]([CH3:27])([CH3:26])[CH3:25])[C:5]2=[N:6][CH:7]=1.B(F)(F)F.CCOCC. (2) Given the product [Cl:20][C:21]1[CH:22]=[C:23]([S:28]([NH:15][C:13]2[CH:12]=[CH:11][CH:10]=[C:9]([CH2:8][O:7][C:6]3[CH:16]=[CH:17][C:3]([C:2]([F:1])([F:18])[F:19])=[CH:4][CH:5]=3)[N:14]=2)(=[O:30])=[O:29])[CH:24]=[CH:25][C:26]=1[CH3:27], predict the reactants needed to synthesize it. The reactants are: [F:1][C:2]([F:19])([F:18])[C:3]1[CH:17]=[CH:16][C:6]([O:7][CH2:8][C:9]2[N:14]=[C:13]([NH2:15])[CH:12]=[CH:11][CH:10]=2)=[CH:5][CH:4]=1.[Cl:20][C:21]1[CH:22]=[C:23]([S:28](Cl)(=[O:30])=[O:29])[CH:24]=[CH:25][C:26]=1[CH3:27]. (3) Given the product [NH2:45][CH2:46][CH2:47][C:48]([NH:1][C@@H:2]1[CH2:6][CH2:5][N:4]([CH2:7][C:8]2[C:17]([Cl:18])=[C:16]3[C:11]([C:12](=[O:33])[N:13]([CH2:20][C:21]4[CH:26]=[C:25]([Cl:27])[CH:24]=[CH:23][C:22]=4[S:28]([CH2:31][CH3:32])(=[O:30])=[O:29])[C:14](=[O:19])[NH:15]3)=[CH:10][C:9]=2[C:34]([F:35])([F:36])[F:37])[CH2:3]1)=[O:49], predict the reactants needed to synthesize it. The reactants are: [NH2:1][C@@H:2]1[CH2:6][CH2:5][N:4]([CH2:7][C:8]2[C:17]([Cl:18])=[C:16]3[C:11]([C:12](=[O:33])[N:13]([CH2:20][C:21]4[CH:26]=[C:25]([Cl:27])[CH:24]=[CH:23][C:22]=4[S:28]([CH2:31][CH3:32])(=[O:30])=[O:29])[C:14](=[O:19])[NH:15]3)=[CH:10][C:9]=2[C:34]([F:37])([F:36])[F:35])[CH2:3]1.C(OC([NH:45][CH2:46][CH2:47][C:48](O)=[O:49])=O)(C)(C)C. (4) Given the product [OH:4][CH2:3][C@@H:2]([NH:1][C:13](=[O:14])[O:15][C:16]([CH3:19])([CH3:18])[CH3:17])[CH3:5], predict the reactants needed to synthesize it. The reactants are: [NH2:1][C@@H:2]([CH3:5])[CH2:3][OH:4].C(N(CC)CC)C.[C:13](O[C:13]([O:15][C:16]([CH3:19])([CH3:18])[CH3:17])=[O:14])([O:15][C:16]([CH3:19])([CH3:18])[CH3:17])=[O:14]. (5) Given the product [CH2:3]([O:10][C:11]1[CH:16]=[CH:15][C:14]([CH:17]2[C:26]3[C:21](=[CH:22][CH:23]=[CH:24][CH:25]=3)[CH2:20][CH2:19][NH:18]2)=[CH:13][CH:12]=1)[C:4]1[CH:5]=[CH:6][CH:7]=[CH:8][CH:9]=1, predict the reactants needed to synthesize it. The reactants are: [BH4-].[Na+].[CH2:3]([O:10][C:11]1[CH:16]=[CH:15][C:14]([C:17]2[C:26]3[C:21](=[CH:22][CH:23]=[CH:24][CH:25]=3)[CH2:20][CH2:19][N:18]=2)=[CH:13][CH:12]=1)[C:4]1[CH:9]=[CH:8][CH:7]=[CH:6][CH:5]=1. (6) Given the product [ClH:1].[NH2:44][CH2:43][C@H:40]1[CH2:41][CH2:42][C@H:37]([C:35]([NH:34][C@@H:20]([CH2:19][C:15]2[CH:14]=[C:13]([C:11]3[CH:12]=[C:7]([S:4](=[O:5])(=[O:6])[N:3]([CH3:2])[CH3:53])[CH:8]=[CH:9][C:10]=3[CH3:52])[CH:18]=[CH:17][CH:16]=2)[C:21](=[O:33])[NH:22][C:23]2[CH:32]=[CH:31][C:26]3[NH:27][C:28](=[O:30])[NH:29][C:25]=3[CH:24]=2)=[O:36])[CH2:38][CH2:39]1, predict the reactants needed to synthesize it. The reactants are: [ClH:1].[CH3:2][N:3]([CH3:53])[S:4]([C:7]1[CH:8]=[CH:9][C:10]([CH3:52])=[C:11]([C:13]2[CH:18]=[CH:17][CH:16]=[C:15]([CH2:19][C@H:20]([NH:34][C:35]([C@H:37]3[CH2:42][CH2:41][C@H:40]([CH2:43][NH:44]C(=O)OC(C)(C)C)[CH2:39][CH2:38]3)=[O:36])[C:21](=[O:33])[NH:22][C:23]3[CH:32]=[CH:31][C:26]4[NH:27][C:28](=[O:30])[NH:29][C:25]=4[CH:24]=3)[CH:14]=2)[CH:12]=1)(=[O:6])=[O:5].C(#N)C.